This data is from Reaction yield outcomes from USPTO patents with 853,638 reactions. The task is: Predict the reaction yield, written as a fraction of the theoretical maximum amount of product (1.0 means a 100% yield; for example, 0.34 means a 34% yield). (1) The reactants are [CH3:1][O:2][C:3](=[O:12])[CH2:4][C:5]1[CH:10]=[CH:9][C:8]([OH:11])=[CH:7][CH:6]=1.Br[CH2:14][CH2:15][CH2:16][CH3:17].C(=O)([O-])[O-].[Cs+].[Cs+].CN(C)C=O. The catalyst is O. The product is [CH3:1][O:2][C:3](=[O:12])[CH2:4][C:5]1[CH:10]=[CH:9][C:8]([O:11][CH2:14][CH2:15][CH2:16][CH3:17])=[CH:7][CH:6]=1. The yield is 1.00. (2) The reactants are [N-:1]=[N+:2]=[N-:3].[Na+].[CH2:5]([O:12][C:13]([N:15]1[C@H:22]([CH3:23])[CH2:21][CH2:20][C@H:19]2[C@H:17]([O:18]2)[CH2:16]1)=[O:14])[C:6]1[CH:11]=[CH:10][CH:9]=[CH:8][CH:7]=1.[Cl-].[NH4+]. The catalyst is CO.O. The product is [CH2:5]([O:12][C:13]([N:15]1[CH2:16][C@@H:17]([OH:18])[C@H:19]([N:1]=[N+:2]=[N-:3])[CH2:20][CH2:21][C@H:22]1[CH3:23])=[O:14])[C:6]1[CH:11]=[CH:10][CH:9]=[CH:8][CH:7]=1. The yield is 0.630. (3) The reactants are [CH3:1][C:2]1[CH:7]=[CH:6][C:5]([S:8]([NH:11][CH2:12][C:13]([O:15][CH3:16])=[O:14])(=[O:10])=[O:9])=[CH:4][CH:3]=1.[H-].[Na+].[Br:19][C:20]1[C:21]([C:36]([O:38][CH2:39][CH3:40])=[O:37])=[C:22]([CH2:34]Br)[N:23]([CH2:26][C:27]2[CH:32]=[CH:31][C:30]([F:33])=[CH:29][CH:28]=2)[C:24]=1[Br:25].CO. The catalyst is CN(C=O)C.ClCCl. The product is [Br:19][C:20]1[C:21]([C:36]([O:38][CH2:39][CH3:40])=[O:37])=[C:22]([CH2:34][N:11]([CH2:12][C:13]([O:15][CH3:16])=[O:14])[S:8]([C:5]2[CH:6]=[CH:7][C:2]([CH3:1])=[CH:3][CH:4]=2)(=[O:10])=[O:9])[N:23]([CH2:26][C:27]2[CH:28]=[CH:29][C:30]([F:33])=[CH:31][CH:32]=2)[C:24]=1[Br:25]. The yield is 0.770. (4) The reactants are C([O:8][C:9]1[CH:18]=[C:17]([O:19]CC2C=CC=CC=2)[C:16]([CH:27]2[CH2:29][CH2:28]2)=[C:15]2[C:10]=1[C:11](=[O:38])[CH:12]=[C:13]([C:30]1[CH:35]=[CH:34][C:33]([O:36]C)=[CH:32][CH:31]=1)[O:14]2)C1C=CC=CC=1.B(Br)(Br)Br.CO.C(=O)([O-])O.[Na+]. The catalyst is ClCCl. The product is [CH:27]1([C:16]2[C:17]([OH:19])=[CH:18][C:9]([OH:8])=[C:10]3[C:15]=2[O:14][C:13]([C:30]2[CH:35]=[CH:34][C:33]([OH:36])=[CH:32][CH:31]=2)=[CH:12][C:11]3=[O:38])[CH2:29][CH2:28]1. The yield is 0.460. (5) The reactants are [Br:1][C:2]1[CH:7]=[CH:6][C:5]([OH:8])=[C:4]([F:9])[CH:3]=1.[CH2:10](Br)[CH3:11].C(=O)([O-])[O-].[K+].[K+]. The catalyst is CC(CC)=O. The product is [Br:1][C:2]1[CH:7]=[CH:6][C:5]([O:8][CH2:10][CH3:11])=[C:4]([F:9])[CH:3]=1. The yield is 0.990. (6) The yield is 0.670. The reactants are [NH2:1][C:2]1[C:22]([NH:23][C:24]2[CH:29]=[CH:28][C:27]([I:30])=[CH:26][C:25]=2[F:31])=[CH:21][C:20]([F:32])=[CH:19][C:3]=1[O:4][C:5]1[CH:6]=[C:7]([NH:11][C:12](=[O:18])[O:13][C:14]([CH3:17])([CH3:16])[CH3:15])[CH:8]=[CH:9][CH:10]=1.[CH:33]1([S:36](Cl)(=[O:38])=[O:37])[CH2:35][CH2:34]1. The catalyst is N1C=CC=CC=1.C1(C)C=CC=CC=1. The product is [CH:33]1([S:36]([NH:1][C:2]2[C:22]([NH:23][C:24]3[CH:29]=[CH:28][C:27]([I:30])=[CH:26][C:25]=3[F:31])=[CH:21][C:20]([F:32])=[CH:19][C:3]=2[O:4][C:5]2[CH:6]=[C:7]([NH:11][C:12](=[O:18])[O:13][C:14]([CH3:17])([CH3:16])[CH3:15])[CH:8]=[CH:9][CH:10]=2)(=[O:38])=[O:37])[CH2:35][CH2:34]1. (7) The reactants are C([O-])([O-])=O.[K+].[K+].Cl[CH2:8][CH2:9][S:10]([C:13]1[CH:18]=[CH:17][CH:16]=[C:15]([C:19]([F:22])([F:21])[F:20])[CH:14]=1)(=[O:12])=[O:11].[SH:23][C:24]1[C:33]([C:34]([NH:36][CH2:37][C:38]2[S:39][CH:40]=[CH:41][CH:42]=2)=[O:35])=[CH:32][C:31]2[C:26](=[CH:27][CH:28]=[CH:29][CH:30]=2)[N:25]=1.C(Cl)Cl. The catalyst is CC(C)=O. The product is [S:39]1[CH:40]=[CH:41][CH:42]=[C:38]1[CH2:37][NH:36][C:34]([C:33]1[C:24]([S:23][CH2:8][CH2:9][S:10]([C:13]2[CH:18]=[CH:17][CH:16]=[C:15]([C:19]([F:22])([F:21])[F:20])[CH:14]=2)(=[O:12])=[O:11])=[N:25][C:26]2[C:31]([CH:32]=1)=[CH:30][CH:29]=[CH:28][CH:27]=2)=[O:35]. The yield is 0.300. (8) The reactants are Cl.[NH:2]1[CH:6]=[CH:5][CH:4]=[C:3]1[C:7]1[O:11][N:10]=[C:9]([C@H:12]2[CH2:17][CH2:16][CH2:15][NH:14][CH2:13]2)[N:8]=1.[F:18][C:19]1[N:24]=[CH:23][C:22]([C:25](O)=[O:26])=[CH:21][CH:20]=1. No catalyst specified. The product is [F:18][C:19]1[N:24]=[CH:23][C:22]([C:25]([N:14]2[CH2:15][CH2:16][CH2:17][C@H:12]([C:9]3[N:8]=[C:7]([C:3]4[NH:2][CH:6]=[CH:5][CH:4]=4)[O:11][N:10]=3)[CH2:13]2)=[O:26])=[CH:21][CH:20]=1. The yield is 0.490.